The task is: Predict the product of the given reaction.. This data is from Forward reaction prediction with 1.9M reactions from USPTO patents (1976-2016). (1) Given the reactants [H-].[Na+].C(OP([CH2:11][C:12]([O:14][CH2:15][CH3:16])=[O:13])(OCC)=O)C.[N:17]1([C:25]([CH2:27][N:28]2[C:34]3[C:35]([CH3:39])=[CH:36][CH:37]=[CH:38][C:33]=3[C:32]([CH:40]=O)=[N:31][CH:30]([NH:42][C:43]([NH:45][C:46]3[CH:51]=[CH:50][CH:49]=[C:48]([CH3:52])[CH:47]=3)=[O:44])[C:29]2=[O:53])=[O:26])[CH2:24][CH2:23][CH2:22][CH2:21][CH2:20][CH2:19][CH2:18]1.Cl, predict the reaction product. The product is: [N:17]1([C:25]([CH2:27][N:28]2[C:34]3[C:35]([CH3:39])=[CH:36][CH:37]=[CH:38][C:33]=3[C:32]([CH:40]=[CH:11][C:12]([O:14][CH2:15][CH3:16])=[O:13])=[N:31][CH:30]([NH:42][C:43]([NH:45][C:46]3[CH:51]=[CH:50][CH:49]=[C:48]([CH3:52])[CH:47]=3)=[O:44])[C:29]2=[O:53])=[O:26])[CH2:24][CH2:23][CH2:22][CH2:21][CH2:20][CH2:19][CH2:18]1. (2) Given the reactants C([O:3][C:4](=[O:36])[CH2:5][CH:6]1[O:10][B:9]([OH:11])[C:8]2[CH:12]=[C:13]([O:17][C:18]3[CH:23]=[CH:22][CH:21]=[C:20]([O:24][CH2:25][CH2:26][CH2:27][NH:28][C:29]([O:31][C:32]([CH3:35])([CH3:34])[CH3:33])=[O:30])[CH:19]=3)[CH:14]=[C:15]([CH3:16])[C:7]1=2)C.[Li+].[OH-].Cl, predict the reaction product. The product is: [C:32]([O:31][C:29]([NH:28][CH2:27][CH2:26][CH2:25][O:24][C:20]1[CH:19]=[C:18]([CH:23]=[CH:22][CH:21]=1)[O:17][C:13]1[CH:14]=[C:15]([CH3:16])[C:7]2[CH:6]([CH2:5][C:4]([OH:36])=[O:3])[O:10][B:9]([OH:11])[C:8]=2[CH:12]=1)=[O:30])([CH3:35])([CH3:33])[CH3:34]. (3) Given the reactants [NH2:1][C:2]1[N:3]=[C:4]([NH:9][CH2:10][CH2:11][NH:12][C:13]2[C:14]3[N:15]([N:27]=[C:28]([C:30](OCC)=[O:31])[CH:29]=3)[CH:16]=[C:17]([C:19]3[CH:24]=[CH:23][C:22]([Cl:25])=[CH:21][C:20]=3[Cl:26])[N:18]=2)[S:5][C:6]=1[C:7]#[N:8].[H-].[Al+3].[Li+].[H-].[H-].[H-].CO.Cl, predict the reaction product. The product is: [NH2:1][C:2]1[N:3]=[C:4]([NH:9][CH2:10][CH2:11][NH:12][C:13]2[C:14]3[N:15]([N:27]=[C:28]([CH2:30][OH:31])[CH:29]=3)[CH:16]=[C:17]([C:19]3[CH:24]=[CH:23][C:22]([Cl:25])=[CH:21][C:20]=3[Cl:26])[N:18]=2)[S:5][C:6]=1[C:7]#[N:8].